The task is: Regression. Given a peptide amino acid sequence and an MHC pseudo amino acid sequence, predict their binding affinity value. This is MHC class I binding data.. This data is from Peptide-MHC class I binding affinity with 185,985 pairs from IEDB/IMGT. (1) The peptide sequence is KLLNMRDLIV. The MHC is HLA-A68:02 with pseudo-sequence HLA-A68:02. The binding affinity (normalized) is 0. (2) The peptide sequence is EIIELTRTL. The MHC is HLA-A69:01 with pseudo-sequence HLA-A69:01. The binding affinity (normalized) is 0.729. (3) The peptide sequence is APTLHRLGI. The MHC is HLA-B35:01 with pseudo-sequence HLA-B35:01. The binding affinity (normalized) is 0.0847. (4) The MHC is HLA-A02:06 with pseudo-sequence HLA-A02:06. The peptide sequence is LFCASDAKAY. The binding affinity (normalized) is 0. (5) The peptide sequence is DRLHPPNKL. The MHC is HLA-A69:01 with pseudo-sequence HLA-A69:01. The binding affinity (normalized) is 0.0847.